From a dataset of Full USPTO retrosynthesis dataset with 1.9M reactions from patents (1976-2016). Predict the reactants needed to synthesize the given product. (1) Given the product [CH3:9][O:8][C:6]1[N:5]=[CH:4][C:3]([NH:10][C:11](=[O:13])[CH3:12])=[C:2]([NH:34][C:31]2[CH:32]=[CH:33][C:28]([N:26]3[CH2:27][CH:24]([O:23][CH2:22][CH2:21][O:20][CH:15]4[CH2:16][CH2:17][CH2:18][CH2:19][O:14]4)[CH2:25]3)=[CH:29][CH:30]=2)[CH:7]=1, predict the reactants needed to synthesize it. The reactants are: I[C:2]1[CH:7]=[C:6]([O:8][CH3:9])[N:5]=[CH:4][C:3]=1[NH:10][C:11](=[O:13])[CH3:12].[O:14]1[CH2:19][CH2:18][CH2:17][CH2:16][CH:15]1[O:20][CH2:21][CH2:22][O:23][CH:24]1[CH2:27][N:26]([C:28]2[CH:33]=[CH:32][C:31]([NH2:34])=[CH:30][CH:29]=2)[CH2:25]1.C1(P(C2CCCCC2)C2C=CC=CC=2C2C(C(C)C)=CC(C(C)C)=CC=2C(C)C)CCCCC1.P([O-])([O-])([O-])=O.[K+].[K+].[K+]. (2) Given the product [NH:1]([C:8]1[N:13]=[C:12]([C:14]2[N:22]3[C:17]([CH:18]([CH3:23])[O:19][CH2:20][CH2:21]3)=[N:16][CH:15]=2)[CH:11]=[CH:10][N:9]=1)[C:2]1[CH:7]=[CH:6][CH:5]=[CH:4][CH:3]=1, predict the reactants needed to synthesize it. The reactants are: [NH:1]([C:8]1[N:13]=[C:12]([C:14]2[N:22]3[C:17]([CH2:18][O:19][CH2:20][CH2:21]3)=[N:16][CH:15]=2)[CH:11]=[CH:10][N:9]=1)[C:2]1[CH:7]=[CH:6][CH:5]=[CH:4][CH:3]=1.[CH2:23]([Li])CCC.IC. (3) Given the product [CH:13]([CH2:14][CH2:15][CH2:16][CH2:17][C:18]([O:20][CH3:21])=[O:19])=[O:12], predict the reactants needed to synthesize it. The reactants are: C1C=C[NH+]=CC=1.[O-][Cr](Cl)(=O)=O.[OH:12][CH2:13][CH2:14][CH2:15][CH2:16][CH2:17][C:18]([O:20][CH3:21])=[O:19]. (4) The reactants are: [NH:1]1[C:5]2[CH:6]=[CH:7][C:8]([NH2:10])=[CH:9][C:4]=2[N:3]=[CH:2]1.[Br:11][C:12]1[CH:19]=[CH:18][C:15]([CH:16]=O)=[CH:14][CH:13]=1.[O:20]([C:22]#[N:23])[K].Cl.N1C=CC=CC=1.[N+:31]([C:33]1[CH:42]=[CH:41][C:36]2[O:37][CH2:38][CH2:39][O:40][C:35]=2[CH:34]=1)#[C-:32]. Given the product [NH:1]1[C:5]2[CH:6]=[CH:7][C:8]([N:10]3[CH:16]([C:15]4[CH:18]=[CH:19][C:12]([Br:11])=[CH:13][CH:14]=4)[C:32](=[N:31][C:33]4[CH:42]=[CH:41][C:36]5[O:37][CH2:38][CH2:39][O:40][C:35]=5[CH:34]=4)[NH:23][C:22]3=[O:20])=[CH:9][C:4]=2[N:3]=[CH:2]1, predict the reactants needed to synthesize it. (5) Given the product [C:16]([O:20][CH2:21][CH2:22][CH2:23][CH2:24][CH2:25][CH:26]([CH3:28])[CH3:27])(=[O:19])[CH:17]=[CH2:18].[CH3:42][C:40](=[CH:39][C:38](=[O:43])[CH3:1])[O-:41], predict the reactants needed to synthesize it. The reactants are: [CH:1](N1CCCC1=O)=C.C1(=O)OC(=O)C=C1.[C:16]([O:20][CH2:21][CH2:22][CH2:23][CH2:24][CH2:25][CH:26]([CH3:28])[CH3:27])(=[O:19])[CH:17]=[CH2:18].C(OCCO[C:38](=[O:43])[CH2:39][C:40]([CH3:42])=[O:41])(=O)C(C)=C. (6) Given the product [NH2:1][CH2:2][CH2:3][CH2:4][C:5]1([C:27]2[CH:28]=[CH:29][CH:30]=[CH:31][CH:32]=2)[N:9]([C:10]([N:12]([OH:14])[CH3:13])=[O:11])[N:8]=[C:7]([C:19]2[CH:24]=[C:23]([F:25])[CH:22]=[CH:21][C:20]=2[F:26])[S:6]1, predict the reactants needed to synthesize it. The reactants are: [NH2:1][CH2:2][CH2:3][CH2:4][C:5]1([C:27]2[CH:32]=[CH:31][CH:30]=[CH:29][CH:28]=2)[N:9]([C:10]([N:12]([O:14]C(C)(C)C)[CH3:13])=[O:11])[N:8]=[C:7]([C:19]2[CH:24]=[C:23]([F:25])[CH:22]=[CH:21][C:20]=2[F:26])[S:6]1.C(O)(C(F)(F)F)=O. (7) Given the product [Cl:37][C:38]1[CH:44]=[CH:43][C:41]([NH:42][C:26]([NH:20][C:19]2[CH:21]=[CH:22][C:16]([O:15][C:6]3[C:5]4[C:10](=[CH:11][C:12]([O:13][CH3:14])=[C:3]([O:2][CH3:1])[CH:4]=4)[N:9]=[CH:8][CH:7]=3)=[C:17]([CH3:24])[C:18]=2[CH3:23])=[O:28])=[C:40]([CH3:45])[CH:39]=1, predict the reactants needed to synthesize it. The reactants are: [CH3:1][O:2][C:3]1[CH:4]=[C:5]2[C:10](=[CH:11][C:12]=1[O:13][CH3:14])[N:9]=[CH:8][CH:7]=[C:6]2[O:15][C:16]1[CH:22]=[CH:21][C:19]([NH2:20])=[C:18]([CH3:23])[C:17]=1[CH3:24].Cl[C:26](Cl)([O:28]C(=O)OC(Cl)(Cl)Cl)Cl.[Cl:37][C:38]1[CH:44]=[CH:43][C:41]([NH2:42])=[C:40]([CH3:45])[CH:39]=1.CO. (8) Given the product [Cl:8][C:5]1[CH:6]=[CH:7][C:2]([NH:9][C:10]([CH3:33])([CH3:32])[CH2:11][NH:12][C:13]([C:20]2[CH:25]=[CH:24][CH:23]=[CH:22][CH:21]=2)([C:14]2[CH:15]=[CH:16][CH:17]=[CH:18][CH:19]=2)[C:26]2[CH:31]=[CH:30][CH:29]=[CH:28][CH:27]=2)=[CH:3][CH:4]=1, predict the reactants needed to synthesize it. The reactants are: Br[C:2]1[CH:7]=[CH:6][C:5]([Cl:8])=[CH:4][CH:3]=1.[NH2:9][C:10]([CH3:33])([CH3:32])[CH2:11][NH:12][C:13]([C:26]1[CH:31]=[CH:30][CH:29]=[CH:28][CH:27]=1)([C:20]1[CH:25]=[CH:24][CH:23]=[CH:22][CH:21]=1)[C:14]1[CH:19]=[CH:18][CH:17]=[CH:16][CH:15]=1.CC(C)([O-])C.[Na+].